Dataset: Reaction yield outcomes from USPTO patents with 853,638 reactions. Task: Predict the reaction yield, written as a fraction of the theoretical maximum amount of product (1.0 means a 100% yield; for example, 0.34 means a 34% yield). (1) The reactants are [O-]CC.[Na+].[Br:5][C:6]1[CH:11]=[CH:10][C:9]([CH3:12])=[CH:8][C:7]=1[OH:13].Br[CH2:15][CH:16]([O:19][CH3:20])[O:17][CH3:18]. The catalyst is C(O)C. The product is [Br:5][C:6]1[CH:11]=[CH:10][C:9]([CH3:12])=[CH:8][C:7]=1[O:13][CH2:15][CH:16]([O:19][CH3:20])[O:17][CH3:18]. The yield is 0.360. (2) The reactants are [NH2:1][CH:2]([OH:24])[C@H:3]([CH3:23])[CH2:4][CH2:5][C:6]1[S:7][C:8]([C:11](=[O:22])[CH2:12][CH2:13][CH2:14][CH2:15][C:16]2[CH:21]=[CH:20][CH:19]=[CH:18][CH:17]=2)=[CH:9][CH:10]=1.[BH4-].[Na+].O.[C:28]([OH:33])(=[O:32])[C:29]([OH:31])=[O:30]. The catalyst is CO. The product is [C:28]([OH:33])(=[O:32])[C:29]([OH:31])=[O:30].[NH2:1][CH:2]([OH:24])[C@H:3]([CH3:23])[CH2:4][CH2:5][C:6]1[S:7][C:8]([CH:11]([OH:22])[CH2:12][CH2:13][CH2:14][CH2:15][C:16]2[CH:17]=[CH:18][CH:19]=[CH:20][CH:21]=2)=[CH:9][CH:10]=1. The yield is 0.580. (3) The reactants are [CH2:1]([O:3][C:4](=[O:28])[CH:5]=[N:6][NH:7][C:8]([N:10]1[CH2:15][CH2:14][N:13]([C:16](=[O:27])[C:17]2[CH:22]=[CH:21][CH:20]=[CH:19][C:18]=2[C:23]([F:26])([F:25])[F:24])[CH2:12][CH2:11]1)=[O:9])[CH3:2].C([O-])(=O)C.[Na+].BrBr. The catalyst is C(O)(=O)C. The product is [CH2:1]([O:3][C:4]([C:5]1[O:9][C:8]([N:10]2[CH2:15][CH2:14][N:13]([C:16](=[O:27])[C:17]3[CH:22]=[CH:21][CH:20]=[CH:19][C:18]=3[C:23]([F:25])([F:24])[F:26])[CH2:12][CH2:11]2)=[N:7][N:6]=1)=[O:28])[CH3:2]. The yield is 0.490. (4) The reactants are [NH2:1][C:2]1[C:3]([NH:8][CH:9]2[CH2:14][CH2:13][N:12]([C:15]([C:17]3[NH:21][C:20]4[CH:22]=[CH:23][CH:24]=[CH:25][C:19]=4[N:18]=3)=[O:16])[CH2:11][CH2:10]2)=[N:4][CH:5]=[CH:6][CH:7]=1.[CH3:26][O:27][C:28](OC)(OC)OC.C(O)(=O)CC. No catalyst specified. The product is [NH:21]1[C:20]2[CH:22]=[CH:23][CH:24]=[CH:25][C:19]=2[N:18]=[C:17]1[C:15]([N:12]1[CH2:13][CH2:14][CH:9]([N:8]2[C:3]3=[N:4][CH:5]=[CH:6][CH:7]=[C:2]3[N:1]=[C:26]2[O:27][CH3:28])[CH2:10][CH2:11]1)=[O:16]. The yield is 0.0980. (5) The reactants are [C:1]([C:3]1[CH:8]=[CH:7][C:6]([N:9]2[CH2:18][CH2:17][C:16]3[C:15]([NH:19][C:20]4[S:21][C:22]([C:29]([O:31]CC)=[O:30])=[C:23]([C:25]([F:28])([F:27])[F:26])[N:24]=4)=[N:14][CH:13]=[N:12][C:11]=3[CH2:10]2)=[CH:5][C:4]=1[C:34]([F:37])([F:36])[F:35])#[N:2].[OH-].[Na+]. The catalyst is C(O)C. The product is [C:1]([C:3]1[CH:8]=[CH:7][C:6]([N:9]2[CH2:18][CH2:17][C:16]3[C:15]([NH:19][C:20]4[S:21][C:22]([C:29]([OH:31])=[O:30])=[C:23]([C:25]([F:27])([F:28])[F:26])[N:24]=4)=[N:14][CH:13]=[N:12][C:11]=3[CH2:10]2)=[CH:5][C:4]=1[C:34]([F:37])([F:35])[F:36])#[N:2]. The yield is 0.450. (6) The reactants are [OH:1][NH:2][C:3]([C:5]1[CH:10]=[CH:9][C:8]([NH:11][C:12](=[O:29])[CH2:13][CH2:14][CH2:15][C:16]([NH:18][C:19]2[CH:24]=[CH:23][C:22]([C:25](=[NH:28])[NH:26][OH:27])=[CH:21][CH:20]=2)=[O:17])=[CH:7][CH:6]=1)=[NH:4].C(N(CC)CC)C.[C:37](OC(=O)C)(=[O:39])[CH3:38].[CH3:44][C:45](C)=[O:46].CN(C=O)C. The catalyst is CS(C)=O. The product is [C:37]([O:27][NH:26][C:25]([C:22]1[CH:21]=[CH:20][C:19]([NH:18][C:16](=[O:17])[CH2:15][CH2:14][CH2:13][C:12]([NH:11][C:8]2[CH:7]=[CH:6][C:5]([C:3](=[NH:4])[NH:2][O:1][C:45](=[O:46])[CH3:44])=[CH:10][CH:9]=2)=[O:29])=[CH:24][CH:23]=1)=[NH:28])(=[O:39])[CH3:38]. The yield is 0.700. (7) The reactants are [C:1]([O:5][C:6]([N:8]1[CH2:18][CH2:17][C:11]2[N:12]=[C:13]([NH2:16])[N:14]=[CH:15][C:10]=2[CH2:9]1)=[O:7])([CH3:4])([CH3:3])[CH3:2].[CH2:19]([C:21]1[CH:29]=[CH:28][C:24]([C:25](Cl)=[O:26])=[CH:23][CH:22]=1)[CH3:20].[OH-].[Na+].C(Cl)Cl. The catalyst is N1C=CC=CC=1. The product is [C:1]([O:5][C:6]([N:8]1[CH2:18][CH2:17][C:11]2[N:12]=[C:13]([NH:16][C:25](=[O:26])[C:24]3[CH:28]=[CH:29][C:21]([CH2:19][CH3:20])=[CH:22][CH:23]=3)[N:14]=[CH:15][C:10]=2[CH2:9]1)=[O:7])([CH3:4])([CH3:2])[CH3:3]. The yield is 0.840.